Task: Regression. Given a peptide amino acid sequence and an MHC pseudo amino acid sequence, predict their binding affinity value. This is MHC class I binding data.. Dataset: Peptide-MHC class I binding affinity with 185,985 pairs from IEDB/IMGT (1) The peptide sequence is CWFANTNLI. The MHC is HLA-A29:02 with pseudo-sequence HLA-A29:02. The binding affinity (normalized) is 0.361. (2) The peptide sequence is LAYEHDVPI. The MHC is HLA-A02:03 with pseudo-sequence HLA-A02:03. The binding affinity (normalized) is 0.0847. (3) The peptide sequence is AFHHVAREK. The MHC is HLA-A11:01 with pseudo-sequence HLA-A11:01. The binding affinity (normalized) is 0. (4) The peptide sequence is TVMDIISRK. The MHC is HLA-B45:06 with pseudo-sequence HLA-B45:06. The binding affinity (normalized) is 0.213. (5) The peptide sequence is LTPEKGWL. The MHC is Mamu-A01 with pseudo-sequence Mamu-A01. The binding affinity (normalized) is 0.811. (6) The peptide sequence is YRIMTRGLL. The MHC is HLA-A03:01 with pseudo-sequence HLA-A03:01. The binding affinity (normalized) is 0.0847. (7) The binding affinity (normalized) is 0.0847. The peptide sequence is GLKELGDWV. The MHC is HLA-B08:01 with pseudo-sequence HLA-B08:01.